Dataset: Full USPTO retrosynthesis dataset with 1.9M reactions from patents (1976-2016). Task: Predict the reactants needed to synthesize the given product. (1) Given the product [NH2:1][C:2]1[N:10]=[C:9]([NH2:11])[CH:8]=[CH:7][C:3]=1[C:4]#[N:6], predict the reactants needed to synthesize it. The reactants are: [NH2:1][C:2]1[N:10]=[C:9]([NH2:11])[CH:8]=[CH:7][C:3]=1[C:4]([NH2:6])=O.P(Cl)(Cl)(Cl)=O.[OH-].[Na+]. (2) Given the product [Cl:21][CH2:20][C:14]([C:4]1[CH2:5][CH2:6][N:7]([C:8]([O:10][CH2:11][CH:12]=[CH2:13])=[O:9])[C@@H:2]([CH3:1])[CH:3]=1)=[O:16], predict the reactants needed to synthesize it. The reactants are: [CH3:1][C@@H:2]1[N:7]([C:8]([O:10][CH2:11][CH:12]=[CH2:13])=[O:9])[CH2:6][CH2:5][C:4]([C:14]([O:16]CC)=O)=[CH:3]1.Br[CH2:20][Cl:21].C([Li])CCC.CCCCCC.P([O-])([O-])([O-])=O. (3) The reactants are: [C:1]([O:5][C:6](=[O:37])[N:7]([CH2:12][C:13]1[CH:14]=[N:15][C:16]([C:19]2[S:27][C:26]3[C:21](=[N:22][CH:23]=[CH:24][C:25]=3[O:28][C:29]3[CH:34]=[CH:33][C:32]([NH2:35])=[CH:31][C:30]=3[F:36])[CH:20]=2)=[CH:17][CH:18]=1)[CH2:8][CH2:9][O:10][CH3:11])([CH3:4])([CH3:3])[CH3:2].ClC(Cl)(O[C:42](=[O:48])OC(Cl)(Cl)Cl)Cl.CC[N:52]([CH:56]([CH3:58])[CH3:57])C(C)C.C1(N)CC1. Given the product [C:1]([O:5][C:6](=[O:37])[N:7]([CH2:12][C:13]1[CH:14]=[N:15][C:16]([C:19]2[S:27][C:26]3[C:21](=[N:22][CH:23]=[CH:24][C:25]=3[O:28][C:29]3[CH:34]=[CH:33][C:32]([NH:35][C:42]([NH:52][CH:56]4[CH2:58][CH2:57]4)=[O:48])=[CH:31][C:30]=3[F:36])[CH:20]=2)=[CH:17][CH:18]=1)[CH2:8][CH2:9][O:10][CH3:11])([CH3:4])([CH3:2])[CH3:3], predict the reactants needed to synthesize it. (4) Given the product [Cl:1][C:2]1[CH:3]=[C:4]([I:9])[C:5]([NH2:8])=[N:6][CH:7]=1, predict the reactants needed to synthesize it. The reactants are: [Cl:1][C:2]1[CH:3]=[CH:4][C:5]([NH2:8])=[N:6][CH:7]=1.[I:9]([O-])(=O)=O.[K+].[I-].[K+]. (5) The reactants are: [F:1][C:2]1[CH:7]=[CH:6][CH:5]=[CH:4][C:3]=1[SH:8].Br[CH2:10][CH2:11][CH2:12][Cl:13]. Given the product [F:1][C:2]1[CH:7]=[CH:6][CH:5]=[CH:4][C:3]=1[S:8][CH2:10][CH2:11][CH2:12][Cl:13], predict the reactants needed to synthesize it.